Dataset: Reaction yield outcomes from USPTO patents with 853,638 reactions. Task: Predict the reaction yield, written as a fraction of the theoretical maximum amount of product (1.0 means a 100% yield; for example, 0.34 means a 34% yield). (1) The product is [CH3:6][O:7][C:8]1[CH:9]=[C:10]2[C:14](=[CH:15][CH:16]=1)[NH:13][C:12]([CH2:17][CH2:18][CH3:19])=[C:11]2[CH:22]=[O:23]. The yield is 0.860. The reactants are P(Cl)(Cl)(Cl)=O.[CH3:6][O:7][C:8]1[CH:9]=[C:10]2[C:14](=[CH:15][CH:16]=1)[NH:13][C:12]([CH2:17][CH2:18][CH3:19])=[CH:11]2.CN(C)[CH:22]=[O:23]. No catalyst specified. (2) The reactants are Br[C:2]1[CH:7]=[CH:6][C:5]([CH2:8][C:9]([NH:11][C:12]2[CH:17]=[CH:16][C:15]([O:18][C:19]3[CH:24]=[CH:23][C:22]([Cl:25])=[C:21]([Cl:26])[CH:20]=3)=[CH:14][C:13]=2[OH:27])=[O:10])=[CH:4][CH:3]=1.[F:28][C:29]([F:40])([F:39])[C:30]1[CH:35]=[CH:34][C:33](B(O)O)=[CH:32][CH:31]=1. No catalyst specified. The product is [OH:27][C:13]1[CH:14]=[C:15]([O:18][C:19]2[CH:24]=[CH:23][C:22]([Cl:25])=[C:21]([Cl:26])[CH:20]=2)[CH:16]=[CH:17][C:12]=1[NH:11][C:9](=[O:10])[CH2:8][C:5]1[CH:6]=[CH:7][C:2]([C:33]2[CH:34]=[CH:35][C:30]([C:29]([F:40])([F:39])[F:28])=[CH:31][CH:32]=2)=[CH:3][CH:4]=1. The yield is 0.500. (3) The reactants are [I:1][C:2]1[C:3]([CH3:10])=[C:4]([CH2:8][OH:9])[CH:5]=[CH:6][CH:7]=1.[K+].[Br-].[O-]Cl.[Na+].C([O-])(O)=O.[Na+]. The catalyst is CC1(C)N([O])C(C)(C)CCC1.O.C(Cl)Cl. The product is [I:1][C:2]1[C:3]([CH3:10])=[C:4]([CH:5]=[CH:6][CH:7]=1)[CH:8]=[O:9]. The yield is 0.870. (4) The reactants are [CH3:1][O:2][C:3](=[O:14])[CH2:4][O:5][C:6]1[CH:11]=[CH:10][C:9]([CH2:12][OH:13])=[CH:8][CH:7]=1.[C:15](OC(=O)C)(=[O:17])[CH3:16]. The catalyst is N1C=CC=CC=1. The product is [CH3:1][O:2][C:3](=[O:14])[CH2:4][O:5][C:6]1[CH:11]=[CH:10][C:9]([CH2:12][O:13][C:15](=[O:17])[CH3:16])=[CH:8][CH:7]=1. The yield is 0.617. (5) The reactants are [CH3:1][C@H:2]1[CH2:7][N:6]2[C:8]([C:11]3[CH:16]=[N:15][CH:14]=[CH:13][N:12]=3)=[N:9][N:10]=[C:5]2[C:4](=[O:17])[NH:3]1.C(=O)([O-])[O-].[Cs+].[Cs+].[Cl:24][C:25]1[CH:32]=[C:31]([F:33])[CH:30]=[CH:29][C:26]=1[CH2:27]Br. The catalyst is CN(C=O)C.O. The product is [Cl:24][C:25]1[CH:32]=[C:31]([F:33])[CH:30]=[CH:29][C:26]=1[CH2:27][N:3]1[C@@H:2]([CH3:1])[CH2:7][N:6]2[C:8]([C:11]3[CH:16]=[N:15][CH:14]=[CH:13][N:12]=3)=[N:9][N:10]=[C:5]2[C:4]1=[O:17]. The yield is 0.650. (6) The reactants are C(OCC)(=O)C.[N+:7]([C:10]1[CH:20]=[CH:19][CH:18]=[CH:17][C:11]=1[O:12][CH2:13][CH2:14][C:15]#[N:16])([O-])=O.[H][H]. The catalyst is [Pd]. The product is [NH2:7][C:10]1[CH:20]=[CH:19][CH:18]=[CH:17][C:11]=1[O:12][CH2:13][CH2:14][C:15]#[N:16]. The yield is 0.980.